This data is from Forward reaction prediction with 1.9M reactions from USPTO patents (1976-2016). The task is: Predict the product of the given reaction. (1) Given the reactants [F:1][C:2]1[CH:3]=[C:4]([CH:6]=[CH:7][C:8]=1[O:9][C:10]1[C:19]2[C:14](=[CH:15][C:16]([O:22][CH2:23][CH2:24][CH2:25][N:26]3[CH2:31][CH2:30][O:29][CH2:28][CH2:27]3)=[C:17]([O:20][CH3:21])[CH:18]=2)[N:13]=[CH:12][CH:11]=1)[NH2:5].[Cl:32][C:33]1[CH:49]=[CH:48][C:36]([CH2:37][N:38]2[CH:43]=[CH:42][CH:41]=[C:40]([C:44](O)=[O:45])[C:39]2=[O:47])=[CH:35][CH:34]=1.O=C1C(C(OC)=O)=CC=CN1.BrCC1C=CC(Cl)=CC=1, predict the reaction product. The product is: [Cl:32][C:33]1[CH:34]=[CH:35][C:36]([CH2:37][N:38]2[CH:43]=[CH:42][CH:41]=[C:40]([C:44]([NH:5][C:4]3[CH:6]=[CH:7][C:8]([O:9][C:10]4[C:19]5[C:14](=[CH:15][C:16]([O:22][CH2:23][CH2:24][CH2:25][N:26]6[CH2:31][CH2:30][O:29][CH2:28][CH2:27]6)=[C:17]([O:20][CH3:21])[CH:18]=5)[N:13]=[CH:12][CH:11]=4)=[C:2]([F:1])[CH:3]=3)=[O:45])[C:39]2=[O:47])=[CH:48][CH:49]=1. (2) Given the reactants ClC1N=CC2C=C(C(NC)=O)N(C3CCCC3)C=2N=1.NC1N=CC([N:27]2[C:34](=[O:35])[CH2:33][C@H:32]3[N:36]([C:37]([O:39][C:40]([CH3:43])([CH3:42])[CH3:41])=[O:38])[C@H:29]([CH2:30][CH2:31]3)[CH2:28]2)=CC=1, predict the reaction product. The product is: [C:40]([O:39][C:37]([N:36]1[CH:32]2[CH2:31][CH2:30][CH:29]1[CH2:28][NH:27][C:34](=[O:35])[CH2:33]2)=[O:38])([CH3:43])([CH3:41])[CH3:42]. (3) The product is: [C:1]([O:5][C:6]([N:8]([C:13]1[CH:21]=[CH:20][C:16]([C:17]([S:58][CH2:59][C:60]([OH:62])=[O:61])=[O:18])=[CH:15][C:14]=1[O:22][CH2:23][CH:24]1[CH2:25][CH2:26]1)[S:9]([CH3:12])(=[O:11])=[O:10])=[O:7])([CH3:4])([CH3:2])[CH3:3]. Given the reactants [C:1]([O:5][C:6]([N:8]([C:13]1[CH:21]=[CH:20][C:16]([C:17](O)=[O:18])=[CH:15][C:14]=1[O:22][CH2:23][CH:24]1[CH2:26][CH2:25]1)[S:9]([CH3:12])(=[O:11])=[O:10])=[O:7])([CH3:4])([CH3:3])[CH3:2].CN(C(ON1N=NC2C=CC=NC1=2)=[N+](C)C)C.F[P-](F)(F)(F)(F)F.CN1CCOCC1.[SH:58][CH2:59][C:60]([OH:62])=[O:61], predict the reaction product.